The task is: Predict the reactants needed to synthesize the given product.. This data is from Full USPTO retrosynthesis dataset with 1.9M reactions from patents (1976-2016). (1) The reactants are: [F:1][C:2]1[CH:11]=[C:10]([F:12])[C:5]2[NH:6][C:7]([CH3:9])=[N:8][C:4]=2[CH:3]=1.[Cl:13][C:14]1[CH:19]=[C:18](Cl)[N:17]=[C:16]([S:21][CH3:22])[N:15]=1.C([O-])([O-])=O.[Cs+].[Cs+].C(#N)C. Given the product [Cl:13][C:14]1[N:15]=[C:16]([S:21][CH3:22])[N:17]=[C:18]([N:8]2[C:4]3[CH:3]=[C:2]([F:1])[CH:11]=[C:10]([F:12])[C:5]=3[N:6]=[C:7]2[CH3:9])[CH:19]=1, predict the reactants needed to synthesize it. (2) Given the product [CH2:53]([C:16]1([CH2:45][CH2:46][CH2:47][CH2:48][CH2:49][CH2:50][CH2:51][CH3:52])[C:17]2[CH:18]=[C:19]([N:26]([C:34]3[CH:35]=[C:36]([CH:37]=[CH:38][CH:39]=3)[CH:40]=[O:41])[C:27]3[CH:28]=[C:29]([CH3:33])[CH:30]=[CH:31][CH:32]=3)[CH:20]=[CH:21][C:22]=2[C:23]2[C:15]1=[CH:14][C:13]([N:12]([C:8]1[CH:7]=[C:6]([CH:11]=[CH:10][CH:9]=1)[CH:2]=[O:1])[C:61]1[CH:62]=[C:63]([CH3:67])[CH:64]=[CH:65][CH:66]=1)=[CH:25][CH:24]=2)[CH2:54][CH2:55][CH2:56][CH2:57][CH2:58][CH2:59][CH3:60], predict the reactants needed to synthesize it. The reactants are: [O:1]1CCO[CH:2]1[C:6]1[CH:7]=[C:8]([N:12]([C:61]2[CH:62]=[C:63]([CH3:67])[CH:64]=[CH:65][CH:66]=2)[C:13]2[CH:25]=[CH:24][C:23]3[C:22]4[C:17](=[CH:18][C:19]([N:26]([C:34]5[CH:39]=[CH:38][CH:37]=[C:36]([CH:40]6OCC[O:41]6)[CH:35]=5)[C:27]5[CH:28]=[C:29]([CH3:33])[CH:30]=[CH:31][CH:32]=5)=[CH:20][CH:21]=4)[C:16]([CH2:53][CH2:54][CH2:55][CH2:56][CH2:57][CH2:58][CH2:59][CH3:60])([CH2:45][CH2:46][CH2:47][CH2:48][CH2:49][CH2:50][CH2:51][CH3:52])[C:15]=3[CH:14]=2)[CH:9]=[CH:10][CH:11]=1.Cl. (3) Given the product [N:26]([CH2:12][C@H:13]1[O:18][CH2:17][CH2:16][N:15]([C:19]([O:21][C:22]([CH3:25])([CH3:24])[CH3:23])=[O:20])[CH2:14]1)=[N+:27]=[N-:28], predict the reactants needed to synthesize it. The reactants are: S(O[CH2:12][C@H:13]1[O:18][CH2:17][CH2:16][N:15]([C:19]([O:21][C:22]([CH3:25])([CH3:24])[CH3:23])=[O:20])[CH2:14]1)(C1C=CC(C)=CC=1)(=O)=O.[N-:26]=[N+:27]=[N-:28].[Na+].[Na+].[I-]. (4) Given the product [CH3:28][O:27][C:26]1[C:3](=[O:2])[C:4]([CH3:33])=[C:5]([CH2:6][C:7]2[C:8]([O:16][CH2:17][C:18]3[CH:23]=[CH:22][CH:21]=[CH:20][CH:19]=3)=[C:9]([CH:13]=[CH:14][CH:15]=2)[C:10]([OH:12])=[O:11])[C:24](=[O:31])[C:25]=1[O:29][CH3:30], predict the reactants needed to synthesize it. The reactants are: C[O:2][C:3]1[C:4]([CH3:33])=[C:5]([C:24]([O:31]C)=[C:25]([O:29][CH3:30])[C:26]=1[O:27][CH3:28])[CH2:6][C:7]1[C:8]([O:16][CH2:17][C:18]2[CH:23]=[CH:22][CH:21]=[CH:20][CH:19]=2)=[C:9]([CH:13]=[CH:14][CH:15]=1)[C:10]([OH:12])=[O:11].O=[N+]([O-])[O-].[O-][N+](=O)[O-].[O-][N+](=O)[O-].[O-][N+](=O)[O-].[O-][N+](=O)[O-].[O-][N+](=O)[O-].[Ce+4].[NH4+].[NH4+]. (5) Given the product [CH:1]([N:4]([CH3:30])[C:5]1[C:6]([C:19]2[CH:20]=[N:21][C:22]([N:25]3[CH2:29][CH2:28][CH2:27][CH2:26]3)=[CH:23][CH:24]=2)=[N:7][C:8]2[C:13]([N:14]=1)=[CH:12][C:11]([C:15]([OH:17])=[O:16])=[CH:10][CH:9]=2)([CH3:3])[CH3:2], predict the reactants needed to synthesize it. The reactants are: [CH:1]([N:4]([CH3:30])[C:5]1[C:6]([C:19]2[CH:20]=[N:21][C:22]([N:25]3[CH2:29][CH2:28][CH2:27][CH2:26]3)=[CH:23][CH:24]=2)=[N:7][C:8]2[C:13]([N:14]=1)=[CH:12][C:11]([C:15]([O:17]C)=[O:16])=[CH:10][CH:9]=2)([CH3:3])[CH3:2].[OH-].[Na+].O. (6) Given the product [CH3:13][C:11]1([CH3:14])[CH2:12][CH:10]1[C:6]1[C:3]2[C:4]([NH2:5])=[N:16][S:15](=[O:18])(=[O:20])[NH:1][C:2]=2[CH:9]=[CH:8][CH:7]=1, predict the reactants needed to synthesize it. The reactants are: [NH2:1][C:2]1[CH:9]=[CH:8][CH:7]=[C:6]([CH:10]2[CH2:12][C:11]2([CH3:14])[CH3:13])[C:3]=1[C:4]#[N:5].[S:15](Cl)(=[O:18])(=O)[NH2:16].[OH-:20].[Na+]. (7) Given the product [F:1][C:2]1[C:7]([F:8])=[CH:6][CH:5]=[C:4]([C:9]([NH:11][O:12][CH2:13][CH2:14][OH:15])=[O:10])[C:3]=1[NH:16][C:17]1[CH:26]=[CH:25][C:20]([C:21]([OH:23])=[O:22])=[CH:19][CH:18]=1, predict the reactants needed to synthesize it. The reactants are: [F:1][C:2]1[C:7]([F:8])=[CH:6][CH:5]=[C:4]([C:9]([NH:11][O:12][CH2:13][CH2:14][OH:15])=[O:10])[C:3]=1[NH:16][C:17]1[CH:26]=[CH:25][C:20]([C:21]([O:23]C)=[O:22])=[CH:19][CH:18]=1.[OH-].[Na+].Cl.